Dataset: hERG potassium channel inhibition data for cardiac toxicity prediction from Karim et al.. Task: Regression/Classification. Given a drug SMILES string, predict its toxicity properties. Task type varies by dataset: regression for continuous values (e.g., LD50, hERG inhibition percentage) or binary classification for toxic/non-toxic outcomes (e.g., AMES mutagenicity, cardiotoxicity, hepatotoxicity). Dataset: herg_karim. (1) The result is 0 (non-blocker). The drug is Nc1nc2ccc(OC(F)(F)F)cc2s1. (2) The drug is Cc1nc2ccccc2n1C1C[C@H]2CC[C@H](C1)N2CCC1(c2ccccc2)CCN(C(=O)c2cccc(S(=O)(=O)N(C)C)c2)CC1. The result is 1 (blocker). (3) The molecule is COCC1=Nc2cc(C(F)(F)F)nn2[C@H](c2cc3ccccc3n2C)C1C(=O)N1CCC[C@H]1c1cc(C)no1. The result is 0 (non-blocker). (4) The drug is COc1cc(F)ccc1-c1cncc(CNC(=O)c2ccccc2)c1. The result is 0 (non-blocker). (5) The compound is O=C(c1ccccc1)N1CCc2oc(-c3ccc(F)cn3)nc2C1. The result is 0 (non-blocker). (6) The drug is Nc1nccn2c([C@H]3CN(C4CCOCC4)CCO3)nc(-c3ccc(C(=O)Nc4cc(C(F)(F)F)ccn4)cc3F)c12. The result is 1 (blocker). (7) The compound is NC(=O)c1cccc(S[C@@H]2C[C@@H]3CC[C@H](C2)N3Cc2ccccc2)c1. The result is 1 (blocker). (8) The molecule is O=C(c1ccc(C[C@@H]2CC[C@H]([C@H](O)c3ccccc3)N2)cc1)N1CCN(Cc2ccccn2)CC1. The result is 0 (non-blocker).